This data is from Full USPTO retrosynthesis dataset with 1.9M reactions from patents (1976-2016). The task is: Predict the reactants needed to synthesize the given product. (1) Given the product [F:18][C:17]([F:20])([F:19])[C:14]1[CH:15]=[CH:16][C:11]([C:10]2[C:8]3[C:3](=[CH:4][CH:5]=[CH:6][CH:7]=3)[CH2:2][CH2:1][N:9]=2)=[CH:12][CH:13]=1, predict the reactants needed to synthesize it. The reactants are: [CH2:1]([NH:9][C:10](=O)[C:11]1[CH:16]=[CH:15][C:14]([C:17]([F:20])([F:19])[F:18])=[CH:13][CH:12]=1)[CH2:2][C:3]1[CH:8]=[CH:7][CH:6]=[CH:5][CH:4]=1.O=P12OP3(OP(OP(O3)(O1)=O)(=O)O2)=O.[OH-].[K+]. (2) Given the product [CH2:1]([C:5]1[CH:10]=[CH:9][C:8]([C:11]2[O:15][N:14]=[C:13]([C:16]3[S:17][C:18]4[CH2:24][CH2:23][CH2:22][CH:21]([N:51]5[CH2:54][CH:53]([C:55]([O:57][CH2:58][CH3:59])=[O:56])[CH2:52]5)[C:19]=4[CH:20]=3)[N:12]=2)=[CH:7][CH:6]=1)[CH:2]([CH3:3])[CH3:4], predict the reactants needed to synthesize it. The reactants are: [CH2:1]([C:5]1[CH:10]=[CH:9][C:8]([C:11]2[O:15][N:14]=[C:13]([C:16]3[S:17][C:18]4[CH2:24][CH2:23][CH2:22][CH:21](O)[C:19]=4[CH:20]=3)[N:12]=2)=[CH:7][CH:6]=1)[CH:2]([CH3:4])[CH3:3].C(Br)(Br)(Br)Br.C1(P(C2C=CC=CC=2)C2C=CC=CC=2)C=CC=CC=1.Cl.[NH:51]1[CH2:54][CH:53]([C:55]([O:57][CH2:58][CH3:59])=[O:56])[CH2:52]1.C(N(CC)C(C)C)(C)C.